This data is from Forward reaction prediction with 1.9M reactions from USPTO patents (1976-2016). The task is: Predict the product of the given reaction. (1) Given the reactants [CH2:1]([N:4]1[C:9](=[O:10])[CH:8]=[C:7]([NH:11][C:12]2[CH:17]=[CH:16][C:15]([I:18])=[CH:14][C:13]=2[F:19])[C:6]([C:20]([NH2:22])=[O:21])=[CH:5]1)[CH:2]=C.[C:23]([O-:26])([O-])=O.[K+].[K+].C1N2CCN(CC2)C1.[O-:37]S(S([O-])=O)=O.[Na+].[Na+], predict the reaction product. The product is: [OH:37][CH:2]([CH2:23][OH:26])[CH2:1][N:4]1[C:9](=[O:10])[CH:8]=[C:7]([NH:11][C:12]2[CH:17]=[CH:16][C:15]([I:18])=[CH:14][C:13]=2[F:19])[C:6]([C:20]([NH2:22])=[O:21])=[CH:5]1. (2) Given the reactants [Cl:1][C:2]1[CH:12]=[C:11]([Cl:13])[C:10]([S:14]([NH:17][C:18]2[CH:23]=[CH:22][CH:21]=[CH:20][C:19]=2[F:24])(=[O:16])=[O:15])=[CH:9][C:3]=1[C:4]([O:6]CC)=[O:5].C(O)C.[OH-].[Na+].Cl, predict the reaction product. The product is: [Cl:1][C:2]1[CH:12]=[C:11]([Cl:13])[C:10]([S:14]([NH:17][C:18]2[CH:23]=[CH:22][CH:21]=[CH:20][C:19]=2[F:24])(=[O:16])=[O:15])=[CH:9][C:3]=1[C:4]([OH:6])=[O:5]. (3) Given the reactants [Cl:1][C:2]1[CH:11]=[C:10]2[C:5]([CH:6]=[CH:7][N:8]([C@@H:13]([CH2:21][CH3:22])[C:14]([O:16]C(C)(C)C)=[O:15])[C:9]2=[O:12])=[CH:4][CH:3]=1.FC(F)(F)C(O)=O, predict the reaction product. The product is: [Cl:1][C:2]1[CH:11]=[C:10]2[C:5]([CH:6]=[CH:7][N:8]([C@@H:13]([CH2:21][CH3:22])[C:14]([OH:16])=[O:15])[C:9]2=[O:12])=[CH:4][CH:3]=1. (4) The product is: [CH2:1]([OH:12])[CH:2]([OH:11])[CH:3]1[O:10][13C:8](=[O:9])[C:6](=[O:7])[C:4]1=[O:5].[OH:5][C:4]1[C@@H:3]([C@@H:2]([OH:11])[CH2:1][OH:12])[O:10][C:15](=[O:16])[C:6]=1[OH:7]. Given the reactants [CH2:1]([OH:12])[CH:2]([OH:11])[CH:3]1[O:10][13C:8](=[O:9])[C:6](=[O:7])[C:4]1=[O:5].[Na].C[C:15](N(C)C)=[O:16], predict the reaction product. (5) Given the reactants [F:1][C:2]1[C:7]2[N:8]=[N:9][S:10][C:6]=2[CH:5]=[C:4]([C:11](O)=[O:12])[C:3]=1[NH:14][C:15]1[CH:20]=[CH:19][C:18]([I:21])=[CH:17][C:16]=1[F:22].[CH:23]([O:25][CH2:26][CH2:27][O:28][NH2:29])=[CH2:24], predict the reaction product. The product is: [F:1][C:2]1[C:7]2[N:8]=[N:9][S:10][C:6]=2[CH:5]=[C:4]([C:11]([NH:29][O:28][CH2:27][CH2:26][O:25][CH:23]=[CH2:24])=[O:12])[C:3]=1[NH:14][C:15]1[CH:20]=[CH:19][C:18]([I:21])=[CH:17][C:16]=1[F:22].